From a dataset of Full USPTO retrosynthesis dataset with 1.9M reactions from patents (1976-2016). Predict the reactants needed to synthesize the given product. (1) Given the product [CH:18]1[CH:19]=[CH:20][N:21]2[CH2:27][C:26]3[CH:28]=[CH:29][CH:30]=[CH:31][C:25]=3[N:24]([C:8]([C:6]3[CH:5]=[CH:4][C:3]([C:11]4[CH:16]=[CH:15][CH:14]=[CH:13][C:12]=4[CH3:17])=[C:2]([CH3:1])[CH:7]=3)=[O:10])[CH2:23][C:22]=12, predict the reactants needed to synthesize it. The reactants are: [CH3:1][C:2]1[CH:7]=[C:6]([C:8]([OH:10])=O)[CH:5]=[CH:4][C:3]=1[C:11]1[CH:16]=[CH:15][CH:14]=[CH:13][C:12]=1[CH3:17].[CH:18]1[CH:19]=[CH:20][N:21]2[CH2:27][C:26]3[CH:28]=[CH:29][CH:30]=[CH:31][C:25]=3[NH:24][CH2:23][C:22]=12.O1CCOCC1.CN(C)C1C=CC=CC=1. (2) Given the product [Br:1][C:2]1[CH:7]=[CH:6][CH:5]=[C:4]2[C:3]=1[NH:8][C:9](=[O:18])[CH:10]=[CH:11]2, predict the reactants needed to synthesize it. The reactants are: [Br:1][C:2]1[CH:7]=[CH:6][CH:5]=[CH:4][C:3]=1[NH:8][C:9](=[O:18])/[CH:10]=[CH:11]/C1C=CC=CC=1.[Cl-].[Cl-].[Cl-].[Al+3].